This data is from Forward reaction prediction with 1.9M reactions from USPTO patents (1976-2016). The task is: Predict the product of the given reaction. (1) Given the reactants [CH:1]1([N:5]2[CH2:11][CH2:10][CH2:9][N:8]([C:12]([N:14]3[CH2:17][CH:16]([OH:18])[CH2:15]3)=[O:13])[CH2:7][CH2:6]2)[CH2:4][CH2:3][CH2:2]1.[CH3:19][S:20](Cl)(=[O:22])=[O:21], predict the reaction product. The product is: [CH3:19][S:20]([O:18][CH:16]1[CH2:15][N:14]([C:12]([N:8]2[CH2:9][CH2:10][CH2:11][N:5]([CH:1]3[CH2:4][CH2:3][CH2:2]3)[CH2:6][CH2:7]2)=[O:13])[CH2:17]1)(=[O:22])=[O:21]. (2) Given the reactants [C:1]([O:5][C:6]([N:8]1[CH2:15][CH:14]2[NH:16][CH:10]([CH2:11][N:12]([C:17](=[O:31])[CH2:18][O:19][C:20]3[CH:25]=[CH:24][C:23]([Cl:26])=[CH:22][C:21]=3[NH:27][C:28](=[O:30])[CH3:29])[CH2:13]2)[CH2:9]1)=[O:7])([CH3:4])([CH3:3])[CH3:2].[F:32][C:33]1[CH:40]=[CH:39][C:36]([CH2:37]Cl)=[CH:35][CH:34]=1.C([O-])([O-])=O.[K+].[K+], predict the reaction product. The product is: [C:1]([O:5][C:6]([N:8]1[CH2:15][CH:14]2[N:16]([CH2:37][C:36]3[CH:39]=[CH:40][C:33]([F:32])=[CH:34][CH:35]=3)[CH:10]([CH2:11][N:12]([C:17](=[O:31])[CH2:18][O:19][C:20]3[CH:25]=[CH:24][C:23]([Cl:26])=[CH:22][C:21]=3[NH:27][C:28](=[O:30])[CH3:29])[CH2:13]2)[CH2:9]1)=[O:7])([CH3:4])([CH3:2])[CH3:3]. (3) The product is: [C:1]([O:5][C:6]([N:8]1[CH2:13][CH2:12][N:11]2[C:14]([C:37]([F:39])([F:38])[F:36])=[N:15][C:16]([CH3:17])=[C:10]2[CH:9]1[CH2:19][CH2:20][C:21]1[CH:26]=[CH:25][C:24]([C:27]([F:30])([F:29])[F:28])=[CH:23][CH:22]=1)=[O:7])([CH3:4])([CH3:3])[CH3:2]. Given the reactants [C:1]([O:5][C:6]([N:8]1[CH2:13][CH2:12][N:11]2[C:14](Br)=[N:15][C:16]([CH3:17])=[C:10]2[CH:9]1[CH2:19][CH2:20][C:21]1[CH:26]=[CH:25][C:24]([C:27]([F:30])([F:29])[F:28])=[CH:23][CH:22]=1)=[O:7])([CH3:4])([CH3:3])[CH3:2].CN(C=O)C.[F:36][C:37]([Si](C)(C)C)([F:39])[F:38].[F-].[K+], predict the reaction product. (4) Given the reactants [F:1][C:2]1[CH:13]=[C:12]([F:14])[CH:11]=[C:10]([F:15])[C:3]=1[CH2:4][CH:5]([C:8]#[N:9])[C:6]#[N:7].[H-].[Na+].Br[CH2:19][CH2:20][C:21]([F:24])([F:23])[F:22], predict the reaction product. The product is: [F:1][C:2]1[CH:13]=[C:12]([F:14])[CH:11]=[C:10]([F:15])[C:3]=1[CH2:4][C:5]([CH2:19][CH2:20][C:21]([F:24])([F:23])[F:22])([C:8]#[N:9])[C:6]#[N:7]. (5) Given the reactants Cl[C:2]1[CH:3]=[CH:4][C:5]2[N:6]([CH:8]=[C:9]([CH3:11])[N:10]=2)[N:7]=1.[CH2:12]([Mg]Br)[CH3:13].O.Cl, predict the reaction product. The product is: [CH2:12]([C:2]1[CH:3]=[CH:4][C:5]2[N:6]([CH:8]=[C:9]([CH3:11])[N:10]=2)[N:7]=1)[CH3:13]. (6) Given the reactants [CH:1]1[C:13]2[C:12](=O)[C:11]3[C:6](=[CH:7][CH:8]=[CH:9][CH:10]=3)[C:5]=2[CH:4]=[CH:3][CH:2]=1.[H-].[Na+].[OH2:17].[CH2:18]1[CH2:22][O:21][CH2:20][CH2:19]1, predict the reaction product. The product is: [CH2:20]([O:21][C:22](=[O:17])[CH:18]=[C:12]1[C:11]2[CH:10]=[CH:9][CH:8]=[CH:7][C:6]=2[C:5]2[C:13]1=[CH:1][CH:2]=[CH:3][CH:4]=2)[CH3:19].